From a dataset of Forward reaction prediction with 1.9M reactions from USPTO patents (1976-2016). Predict the product of the given reaction. (1) Given the reactants I[C:2]1[CH:7]=[C:6]([I:8])[N:5]=[N:4][C:3]=1[NH2:9].N#N.[C:12]([Si:14]([CH3:17])([CH3:16])[CH3:15])#[CH:13].CCN(CC)CC, predict the reaction product. The product is: [I:8][C:6]1[N:5]=[N:4][C:3]([NH2:9])=[C:2]([C:13]#[C:12][Si:14]([CH3:17])([CH3:16])[CH3:15])[CH:7]=1. (2) The product is: [O:3]1[C:7]2[CH:8]=[CH:9][CH:10]=[CH:11][C:6]=2[N:5]=[C:4]1[NH:12][C:13](=[O:25])[CH:14]([C:15]1[CH:20]=[CH:19][C:18]([S:21]([CH3:24])(=[O:22])=[O:23])=[CH:17][CH:16]=1)[CH2:28][C:29]1[CH:34]=[CH:33][N:32]=[CH:31][CH:30]=1. Given the reactants [H-].[Na+].[O:3]1[C:7]2[CH:8]=[CH:9][CH:10]=[CH:11][C:6]=2[N:5]=[C:4]1[NH:12][C:13](=[O:25])[CH2:14][C:15]1[CH:20]=[CH:19][C:18]([S:21]([CH3:24])(=[O:23])=[O:22])=[CH:17][CH:16]=1.Br.Br[CH2:28][C:29]1[CH:34]=[CH:33][N:32]=[CH:31][CH:30]=1.BrCC1C=CN=CC=1, predict the reaction product. (3) The product is: [CH:2]([CH:3]1[C:24]2=[CH:23][CH:22]=[CH:21][CH:20]=[C:19]2[CH2:25]1)=[CH2:1]. Given the reactants [C:1](OOC(=O)C1C=CC=CC=1)(=O)[C:2]1C=CC=C[CH:3]=1.[C:19]1([CH3:25])[CH:24]=[CH:23][CH:22]=[CH:21][CH:20]=1, predict the reaction product. (4) Given the reactants [NH2:1][C:2]1[N:12]=[CH:11][C:10](/[CH:13]=[CH:14]/[C:15]([O:17][CH2:18][CH3:19])=[O:16])=[CH:9][C:3]=1[C:4]([O:6][CH2:7][CH3:8])=[O:5].[CH3:20][CH:21]([CH3:32])[CH2:22][C:23](O[C:23](=[O:24])[CH2:22][CH:21]([CH3:32])[CH3:20])=[O:24].CO, predict the reaction product. The product is: [CH2:18]([O:17][C:15](=[O:16])/[CH:14]=[CH:13]/[C:10]1[CH:11]=[N:12][C:2]([NH:1][C:23](=[O:24])[CH2:22][CH:21]([CH3:32])[CH3:20])=[C:3]([CH:9]=1)[C:4]([O:6][CH2:7][CH3:8])=[O:5])[CH3:19]. (5) Given the reactants [C:1]1([CH2:7][C:8](Cl)=[O:9])[CH:6]=[CH:5][CH:4]=[CH:3][CH:2]=1.[S-:11][C:12]#[N:13].[K+].C(#N)C.C(=O)([O-])O.[Na+], predict the reaction product. The product is: [C:1]1([CH2:7][C:8]([N:13]=[C:12]=[S:11])=[O:9])[CH:6]=[CH:5][CH:4]=[CH:3][CH:2]=1. (6) Given the reactants [Br:1][C:2]1[CH:7]=[CH:6][C:5](B(O)O)=[CH:4][CH:3]=1.[S:11]1[CH:15]=[CH:14][CH:13]=[CH:12]1, predict the reaction product. The product is: [Br:1][C:2]1[CH:7]=[CH:6][C:5]([C:12]2[S:11][CH:15]=[CH:14][CH:13]=2)=[CH:4][CH:3]=1.